Dataset: Full USPTO retrosynthesis dataset with 1.9M reactions from patents (1976-2016). Task: Predict the reactants needed to synthesize the given product. (1) Given the product [C:1]([O:5][C:6]([NH:8][C@@H:9]([C@H:13]([C:17]1[CH:22]=[CH:21][C:20]([C:23]([F:24])([F:25])[F:26])=[CH:19][CH:18]=1)/[CH:14]=[CH:15]/[CH3:16])[C:10]([O:12][CH3:30])=[O:11])=[O:7])([CH3:2])([CH3:3])[CH3:4], predict the reactants needed to synthesize it. The reactants are: [C:1]([O:5][C:6]([NH:8][C@@H:9]([C@H:13]([C:17]1[CH:22]=[CH:21][C:20]([C:23]([F:26])([F:25])[F:24])=[CH:19][CH:18]=1)/[CH:14]=[CH:15]/[CH3:16])[C:10]([OH:12])=[O:11])=[O:7])([CH3:4])([CH3:3])[CH3:2].CO.[Si](C=[N+]=[N-])(C)(C)[CH3:30]. (2) The reactants are: COC1C=C(C)C(S(N(CCOCC(O)=O)C)(=O)=O)=C(C)C=1.N1C=CC=C(C2(O)CCNCC2)C=1.C(=O)(O)[O-].[Na+].[OH:41][C:42]1([C:69]2[CH:70]=[N:71][CH:72]=[CH:73][CH:74]=2)[CH2:47][CH2:46][N:45]([C:48](=[O:68])[CH2:49][O:50][CH2:51][CH2:52][N:53]([CH3:67])[S:54]([C:57]2[C:62]([CH3:63])=[CH:61][C:60]([O:64][CH3:65])=[CH:59][C:58]=2[CH3:66])(=[O:56])=[O:55])[CH2:44][CH2:43]1.[Cl:75][Si](C)(C)C. Given the product [ClH:75].[OH:41][C:42]1([C:69]2[CH:70]=[N:71][CH:72]=[CH:73][CH:74]=2)[CH2:43][CH2:44][N:45]([C:48](=[O:68])[CH2:49][O:50][CH2:51][CH2:52][N:53]([CH3:67])[S:54]([C:57]2[C:58]([CH3:66])=[CH:59][C:60]([O:64][CH3:65])=[CH:61][C:62]=2[CH3:63])(=[O:55])=[O:56])[CH2:46][CH2:47]1, predict the reactants needed to synthesize it. (3) Given the product [ClH:36].[NH2:7][CH2:8][C:9]1[CH:10]=[CH:11][C:12]([CH2:15][N:16]2[S:17](=[O:33])(=[O:34])[N:18]([CH2:22][C:23]3[CH:28]=[CH:27][C:26]([O:29][CH3:30])=[CH:25][C:24]=3[O:31][CH3:32])[C:19](=[O:21])[CH2:20]2)=[CH:13][CH:14]=1, predict the reactants needed to synthesize it. The reactants are: C(OC(=O)[NH:7][CH2:8][C:9]1[CH:14]=[CH:13][C:12]([CH2:15][N:16]2[CH2:20][C:19](=[O:21])[N:18]([CH2:22][C:23]3[CH:28]=[CH:27][C:26]([O:29][CH3:30])=[CH:25][C:24]=3[O:31][CH3:32])[S:17]2(=[O:34])=[O:33])=[CH:11][CH:10]=1)(C)(C)C.[ClH:36]. (4) Given the product [Cl:13][C:6]1[C:2]([CH3:1])=[C:3]([C:8]([O:10][CH2:11][CH3:12])=[O:9])[NH:4][C:5]=1[CH3:7], predict the reactants needed to synthesize it. The reactants are: [CH3:1][C:2]1[CH:6]=[C:5]([CH3:7])[NH:4][C:3]=1[C:8]([O:10][CH2:11][CH3:12])=[O:9].[Cl:13]C1C=C(C(OCC)=O)NC=1C. (5) Given the product [NH2:33][CH:30]1[CH2:31][CH2:32][N:28]([C:11]2[CH:16]=[C:15]([N:9]3[C@@H:6]4[CH2:7][CH2:8][C@H:2]3[CH2:3][CH2:4][CH2:5]4)[N:14]=[C:13]([NH2:18])[N:12]=2)[CH2:29]1, predict the reactants needed to synthesize it. The reactants are: Cl.[C@H:2]12[NH:9][C@H:6]([CH2:7][CH2:8]1)[CH2:5][CH2:4][CH2:3]2.Cl[C:11]1[CH:16]=[C:15](Cl)[N:14]=[C:13]([NH2:18])[N:12]=1.CCN(C(C)C)C(C)C.[NH:28]1[CH2:32][CH2:31][CH:30]([NH:33]C(=O)OC(C)(C)C)[CH2:29]1. (6) Given the product [NH:1]([C:32]([O:34][CH2:35][C:36]1[CH:41]=[CH:40][CH:39]=[CH:38][CH:37]=1)=[O:33])[C@H:2]([C:6]([NH:8][C@H:9]([C:13]([N:15]([CH3:31])[C@H:16]([C:20]([N:22]1[CH2:30][CH2:29][CH2:28][C@H:23]1[C:24]([OH:26])=[O:25])=[O:21])[CH:17]([CH3:19])[CH3:18])=[O:14])[CH:10]([CH3:11])[CH3:12])=[O:7])[CH:3]([CH3:4])[CH3:5], predict the reactants needed to synthesize it. The reactants are: [NH:1]([C:32]([O:34][CH2:35][C:36]1[CH:41]=[CH:40][CH:39]=[CH:38][CH:37]=1)=[O:33])[C@H:2]([C:6]([NH:8][C@H:9]([C:13]([N:15]([CH3:31])[C@H:16]([C:20]([N:22]1[CH2:30][CH2:29][CH2:28][C@H:23]1[C:24]([O:26]C)=[O:25])=[O:21])[CH:17]([CH3:19])[CH3:18])=[O:14])[CH:10]([CH3:12])[CH3:11])=[O:7])[CH:3]([CH3:5])[CH3:4].[Li+].[OH-].O. (7) The reactants are: [C:1]1([NH:7][C:8]2[CH:13]=[CH:12][CH:11]=[CH:10][CH:9]=2)[CH:6]=[CH:5][CH:4]=[CH:3][CH:2]=1.[H-].[Na+].[Br:16][CH2:17][C:18](Br)=[O:19].O. Given the product [C:8]1([N:7]([C:1]2[CH:2]=[CH:3][CH:4]=[CH:5][CH:6]=2)[C:18](=[O:19])[CH2:17][Br:16])[CH:9]=[CH:10][CH:11]=[CH:12][CH:13]=1, predict the reactants needed to synthesize it. (8) Given the product [NH:11]1[CH2:16][CH2:15][CH2:14][C@H:13]([C:17]([O:19][CH2:20][CH3:21])=[O:18])[CH2:12]1, predict the reactants needed to synthesize it. The reactants are: C(O)(=O)[C@H]([C@@H](C(O)=O)O)O.[NH:11]1[CH2:16][CH2:15][CH2:14][C@H:13]([C:17]([O:19][CH2:20][CH3:21])=[O:18])[CH2:12]1.[OH-].[Na+]. (9) Given the product [Cl:1][C:2]1[CH:7]=[C:6]2[NH:8][C:9](=[O:40])[C:10]3([CH:15]([C:16]4[CH:21]=[C:20]([Cl:22])[CH:19]=[CH:18][C:17]=4[O:23][CH2:24][C:25]([CH3:27])([CH3:26])[C:28]([NH:57][S:54]([CH3:53])(=[O:56])=[O:55])=[O:30])[CH2:14][C:13](=[O:31])[NH:12][CH:11]3[C:32]3[CH:37]=[C:36]([F:38])[CH:35]=[CH:34][C:33]=3[CH3:39])[C:5]2=[CH:4][CH:3]=1, predict the reactants needed to synthesize it. The reactants are: [Cl:1][C:2]1[CH:7]=[C:6]2[NH:8][C:9](=[O:40])[C:10]3([CH:15]([C:16]4[CH:21]=[C:20]([Cl:22])[CH:19]=[CH:18][C:17]=4[O:23][CH2:24][C:25]([C:28]([OH:30])=O)([CH3:27])[CH3:26])[CH2:14][C:13](=[O:31])[NH:12][CH:11]3[C:32]3[CH:37]=[C:36]([F:38])[CH:35]=[CH:34][C:33]=3[CH3:39])[C:5]2=[CH:4][CH:3]=1.C1N=CN(C(N2C=NC=C2)=O)C=1.[CH3:53][S:54]([NH2:57])(=[O:56])=[O:55].[H-].[Na+].Cl. (10) Given the product [CH:18]1([CH:17]([NH:24][C:25]2[CH:26]=[CH:27][C:28]([C:31]([N:33]([CH3:41])[CH2:34][CH2:35][C:36]([O:38][CH2:39][CH3:40])=[O:37])=[O:32])=[CH:29][CH:30]=2)[C:15]2[O:16][C:12]3[CH:11]=[CH:10][C:9]([OH:8])=[CH:43][C:13]=3[C:14]=2[CH3:42])[CH2:23][CH2:22][CH2:21][CH2:20][CH2:19]1, predict the reactants needed to synthesize it. The reactants are: C([O:8][C:9]1[CH:10]=[CH:11][C:12]2[O:16][C:15]([CH:17]([NH:24][C:25]3[CH:30]=[CH:29][C:28]([C:31]([N:33]([CH3:41])[CH2:34][CH2:35][C:36]([O:38][CH2:39][CH3:40])=[O:37])=[O:32])=[CH:27][CH:26]=3)[CH:18]3[CH2:23][CH2:22][CH2:21][CH2:20][CH2:19]3)=[C:14]([CH3:42])[C:13]=2[CH:43]=1)C1C=CC=CC=1.